Dataset: Reaction yield outcomes from USPTO patents with 853,638 reactions. Task: Predict the reaction yield, written as a fraction of the theoretical maximum amount of product (1.0 means a 100% yield; for example, 0.34 means a 34% yield). (1) The reactants are [F:1][C:2]([F:42])([F:41])[C:3]1[CH:8]=[CH:7][C:6]([N:9]2[CH2:14][CH2:13][CH:12]([O:15][C:16]3[CH:40]=[CH:39][C:19]4[N:20]=[C:21]([C:23]([NH:25][CH:26]5[CH2:31][CH2:30][N:29](C(OC(C)(C)C)=O)[CH2:28][CH2:27]5)=[O:24])[S:22][C:18]=4[CH:17]=3)[CH2:11][CH2:10]2)=[CH:5][CH:4]=1.Cl. The catalyst is O1CCOCC1. The yield is 0.990. The product is [NH:29]1[CH2:30][CH2:31][CH:26]([NH:25][C:23]([C:21]2[S:22][C:18]3[CH:17]=[C:16]([O:15][CH:12]4[CH2:11][CH2:10][N:9]([C:6]5[CH:5]=[CH:4][C:3]([C:2]([F:42])([F:1])[F:41])=[CH:8][CH:7]=5)[CH2:14][CH2:13]4)[CH:40]=[CH:39][C:19]=3[N:20]=2)=[O:24])[CH2:27][CH2:28]1. (2) The reactants are [C:1](#[N:8])[C:2]1[CH:7]=[CH:6][CH:5]=[N:4][CH:3]=1.[SH:9][CH:10]([CH3:14])[C:11](O)=[O:12].N1C=CC=CC=1. The catalyst is CCO. The product is [CH3:14][C:10]1[S:9][C:1]([C:2]2[CH:3]=[N:4][CH:5]=[CH:6][CH:7]=2)=[N:8][C:11]=1[OH:12]. The yield is 0.677.